Dataset: NCI-60 drug combinations with 297,098 pairs across 59 cell lines. Task: Regression. Given two drug SMILES strings and cell line genomic features, predict the synergy score measuring deviation from expected non-interaction effect. Drug 1: CC1=C(C=C(C=C1)NC(=O)C2=CC=C(C=C2)CN3CCN(CC3)C)NC4=NC=CC(=N4)C5=CN=CC=C5. Drug 2: C1CCC(C(C1)N)N.C(=O)(C(=O)[O-])[O-].[Pt+4]. Cell line: UO-31. Synergy scores: CSS=0.949, Synergy_ZIP=-4.78, Synergy_Bliss=-2.93, Synergy_Loewe=-12.3, Synergy_HSA=-4.53.